Dataset: Full USPTO retrosynthesis dataset with 1.9M reactions from patents (1976-2016). Task: Predict the reactants needed to synthesize the given product. (1) Given the product [OH:1][C@H:2]([CH2:45][OH:46])[C:3]([N:5]1[CH2:10][CH2:9][C@H:8]([O:11][C:12]2[CH:19]=[CH:18][C:17]([C:20]3[N:25]=[C:24]([NH:26][C:27]4[CH:32]=[CH:31][C:30]([N:33]5[CH2:34][CH2:35][N:36]([CH:39]6[CH2:40][O:41][CH2:42]6)[CH2:37][CH2:38]5)=[C:29]([CH3:43])[CH:28]=4)[N:23]=[CH:22][N:21]=3)=[CH:16][C:13]=2[C:14]#[N:15])[C@H:7]([F:44])[CH2:6]1)=[O:4], predict the reactants needed to synthesize it. The reactants are: [OH:1][C@@H:2]([CH2:45][OH:46])[C:3]([N:5]1[CH2:10][CH2:9][C@H:8]([O:11][C:12]2[CH:19]=[CH:18][C:17]([C:20]3[N:25]=[C:24]([NH:26][C:27]4[CH:32]=[CH:31][C:30]([N:33]5[CH2:38][CH2:37][N:36]([CH:39]6[CH2:42][O:41][CH2:40]6)[CH2:35][CH2:34]5)=[C:29]([CH3:43])[CH:28]=4)[N:23]=[CH:22][N:21]=3)=[CH:16][C:13]=2[C:14]#[N:15])[C@H:7]([F:44])[CH2:6]1)=[O:4].OC(CO)C(N1CC[C@H](OC2C=CC(C3N=C(NC4C=CC(N5CCN(C6COC6)CC5)=C(C)C=4)N=CN=3)=CC=2C#N)[C@H](F)C1)=O. (2) Given the product [CH3:1][O:2][C:3](=[O:14])[C:4]1[CH:9]=[CH:8][C:7]([NH2:10])=[CH:6][C:5]=1[Cl:13], predict the reactants needed to synthesize it. The reactants are: [CH3:1][O:2][C:3](=[O:14])[C:4]1[CH:9]=[CH:8][C:7]([N+:10]([O-])=O)=[CH:6][C:5]=1[Cl:13]. (3) Given the product [C:6]([C:12]1[CH:21]=[CH:20][C:19]2[C:14](=[C:15]([Br:22])[CH:16]=[CH:17][CH:18]=2)[N:13]=1)(=[O:8])[CH3:7], predict the reactants needed to synthesize it. The reactants are: C([Li])CCC.[CH2:6]([O:8]C=C)[CH3:7].Br[C:12]1[CH:21]=[CH:20][C:19]2[C:14](=[C:15]([Br:22])[CH:16]=[CH:17][CH:18]=2)[N:13]=1.Cl.